Dataset: Catalyst prediction with 721,799 reactions and 888 catalyst types from USPTO. Task: Predict which catalyst facilitates the given reaction. (1) The catalyst class is: 28. Reactant: C(OC([N:8]=[C:9]([C@H:11]1[C@@H:15](/[CH:16]=[CH:17]/[CH2:18][CH2:19][CH2:20][CH2:21][CH2:22][CH2:23][CH2:24][CH2:25][CH2:26][CH2:27][CH2:28][CH2:29][CH3:30])[O:14]C(C)(C)[N:12]1C(OC(C)(C)C)=O)[NH2:10])=O)(C)(C)C.[ClH:40]. Product: [ClH:40].[ClH:40].[NH2:12][C@H:11]([C@H:15]([OH:14])/[CH:16]=[CH:17]/[CH2:18][CH2:19][CH2:20][CH2:21][CH2:22][CH2:23][CH2:24][CH2:25][CH2:26][CH2:27][CH2:28][CH2:29][CH3:30])[C:9](=[NH:8])[NH2:10]. (2) Reactant: [N:1]1([CH2:8][C:9]2[CH:18]=[CH:17][C:12]([C:13]([O:15][CH3:16])=[O:14])=[CH:11][CH:10]=2)[CH2:7][CH2:6][CH2:5][NH:4][CH2:3][CH2:2]1.Cl[CH2:20][C:21]([NH:23][C:24]1[CH:29]=[CH:28][C:27]([O:30][C:31]([F:34])([F:33])[F:32])=[CH:26][CH:25]=1)=[O:22].C(N(CC)CC)C. Product: [O:22]=[C:21]([NH:23][C:24]1[CH:25]=[CH:26][C:27]([O:30][C:31]([F:32])([F:33])[F:34])=[CH:28][CH:29]=1)[CH2:20][N:4]1[CH2:5][CH2:6][CH2:7][N:1]([CH2:8][C:9]2[CH:18]=[CH:17][C:12]([C:13]([O:15][CH3:16])=[O:14])=[CH:11][CH:10]=2)[CH2:2][CH2:3]1. The catalyst class is: 7. (3) Reactant: [C:1]1(C)C(C)=CC=C[CH:6]=1.[CH2:9]([C:11]1[CH:16]=[CH:15][CH:14]=[CH:13][CH:12]=1)[CH3:10]. Product: [CH2:9]([C:11]1[CH:16]=[CH:15][CH:14]=[CH:13][C:12]=1[CH2:1][CH3:6])[CH3:10]. The catalyst class is: 48. (4) Reactant: [N+:1]([C:4]1[CH:27]=[CH:26][C:7]([CH2:8][O:9][C:10]([C:12]2[N:13]=[C:14]([N:17]3[CH2:20][CH:19](OS(C)(=O)=O)[CH2:18]3)[S:15][CH:16]=2)=[O:11])=[CH:6][CH:5]=1)([O-:3])=[O:2].[C:28]([O-:31])(=[S:30])[CH3:29].[K+]. Product: [C:28]([S:30][CH:19]1[CH2:20][N:17]([C:14]2[S:15][CH:16]=[C:12]([C:10]([O:9][CH2:8][C:7]3[CH:26]=[CH:27][C:4]([N+:1]([O-:3])=[O:2])=[CH:5][CH:6]=3)=[O:11])[N:13]=2)[CH2:18]1)(=[O:31])[CH3:29]. The catalyst class is: 9. (5) Reactant: Cl[C:2]1[N:10]=[C:9]2[C:5]([N:6]([CH2:11][C@H:12]3[CH2:17][CH2:16][C@H:15]([CH3:18])[CH2:14][CH2:13]3)[CH:7]=[N:8]2)=[C:4]([C:19]2[CH:24]=[CH:23][CH:22]=[C:21]([Cl:25])[CH:20]=2)[N:3]=1.C[C:27]([N:29](C)C)=O. Product: [Cl:25][C:21]1[CH:20]=[C:19]([C:4]2[N:3]=[C:2]([C:27]#[N:29])[N:10]=[C:9]3[C:5]=2[N:6]([CH2:11][C@H:12]2[CH2:17][CH2:16][C@H:15]([CH3:18])[CH2:14][CH2:13]2)[CH:7]=[N:8]3)[CH:24]=[CH:23][CH:22]=1. The catalyst class is: 267. (6) Reactant: [C:1]([O:5][C@@H:6]([C:12]1[C:13]([CH3:42])=[N:14][C:15]([CH3:41])=[C:16]([C:26]2[CH:31]=[CH:30][C:29]([O:32][CH2:33][C:34]3[CH:39]=[CH:38][C:37]([F:40])=[CH:36][CH:35]=3)=[CH:28][CH:27]=2)[C:17]=1[N:18]1[CH2:23][CH2:22][C:21]([CH3:25])([CH3:24])[CH2:20][CH2:19]1)[C:7]([O:9]CC)=[O:8])([CH3:4])([CH3:3])[CH3:2].[Li+].[OH-]. Product: [C:1]([O:5][C@@H:6]([C:12]1[C:13]([CH3:42])=[N:14][C:15]([CH3:41])=[C:16]([C:26]2[CH:27]=[CH:28][C:29]([O:32][CH2:33][C:34]3[CH:39]=[CH:38][C:37]([F:40])=[CH:36][CH:35]=3)=[CH:30][CH:31]=2)[C:17]=1[N:18]1[CH2:23][CH2:22][C:21]([CH3:25])([CH3:24])[CH2:20][CH2:19]1)[C:7]([OH:9])=[O:8])([CH3:4])([CH3:2])[CH3:3]. The catalyst class is: 88. (7) Reactant: [CH2:1]([S:3][CH2:4][C:5]([C:8]1[NH:9][C:10]2[C:15]([CH:16]=1)=[CH:14][C:13]([N+:17]([O-])=O)=[C:12]([C:20]([F:23])([F:22])[F:21])[CH:11]=2)([OH:7])[CH3:6])[CH3:2].[Cl-].[NH4+].[In]. Product: [NH2:17][C:13]1[CH:14]=[C:15]2[C:10](=[CH:11][C:12]=1[C:20]([F:23])([F:21])[F:22])[NH:9][C:8]([C:5]([OH:7])([CH3:6])[CH2:4][S:3][CH2:1][CH3:2])=[CH:16]2. The catalyst class is: 412.